From a dataset of Peptide-MHC class I binding affinity with 185,985 pairs from IEDB/IMGT. Regression. Given a peptide amino acid sequence and an MHC pseudo amino acid sequence, predict their binding affinity value. This is MHC class I binding data. (1) The peptide sequence is WVVDQNGRV. The MHC is HLA-A68:02 with pseudo-sequence HLA-A68:02. The binding affinity (normalized) is 0.733. (2) The peptide sequence is SLYKYLLLR. The MHC is HLA-B07:02 with pseudo-sequence HLA-B07:02. The binding affinity (normalized) is 0.0847. (3) The peptide sequence is GRGPIRFVL. The MHC is HLA-B57:01 with pseudo-sequence HLA-B57:01. The binding affinity (normalized) is 0.0847. (4) The peptide sequence is YERMCNIL. The MHC is HLA-B44:02 with pseudo-sequence HLA-B44:02. The binding affinity (normalized) is 0.0863. (5) The peptide sequence is RVRPKKEVL. The MHC is HLA-A29:02 with pseudo-sequence HLA-A29:02. The binding affinity (normalized) is 0.0847. (6) The peptide sequence is KAAVDLSHF. The MHC is HLA-B57:03 with pseudo-sequence HLA-B57:03. The binding affinity (normalized) is 0.728.